From a dataset of Forward reaction prediction with 1.9M reactions from USPTO patents (1976-2016). Predict the product of the given reaction. (1) Given the reactants [I:1][C:2]1[C:10]2[C:5](=[CH:6][CH:7]=[C:8]([C:11]([OH:13])=O)[CH:9]=2)[NH:4][N:3]=1.[CH:14]1([CH:19]([C:22]2[CH:27]=[CH:26][CH:25]=[CH:24][CH:23]=2)[CH2:20][NH2:21])[CH2:18][CH2:17][CH2:16][CH2:15]1.CN(C(ON1N=NC2C=CC=CC1=2)=[N+](C)C)C.[B-](F)(F)(F)F.CCN(C(C)C)C(C)C, predict the reaction product. The product is: [CH:14]1([CH:19]([C:22]2[CH:23]=[CH:24][CH:25]=[CH:26][CH:27]=2)[CH2:20][NH:21][C:11]([C:8]2[CH:9]=[C:10]3[C:5](=[CH:6][CH:7]=2)[NH:4][N:3]=[C:2]3[I:1])=[O:13])[CH2:18][CH2:17][CH2:16][CH2:15]1. (2) Given the reactants [Br:1][C:2]1[S:6][N:5]=[C:4](CBr)[CH:3]=1.[C:9](=[O:12])([O-])[O-:10].[Na+].[Na+].[Mn]([O-])(=O)(=O)=O.[K+], predict the reaction product. The product is: [Br:1][C:2]1[S:6][N:5]=[C:4]([C:9]([OH:10])=[O:12])[CH:3]=1. (3) Given the reactants [NH2:1][C:2]1[C:3]([CH3:24])=[C:4]([CH:20]=[C:21]([F:23])[CH:22]=1)[CH2:5][N:6]1[CH2:11][CH2:10][N:9]([C:12]([CH:14]2[CH2:18][CH2:17][CH2:16][CH2:15]2)=[O:13])[C@@H:8]([CH3:19])[CH2:7]1.CN(C(ON1N=NC2C=CC=NC1=2)=[N+](C)C)C.F[P-](F)(F)(F)(F)F.C(OC([N:56]1[CH2:60][CH2:59][C@H:58]([C:61](O)=[O:62])[CH2:57]1)=O)(C)(C)C.CCN(C(C)C)C(C)C.C(O)(C(F)(F)F)=O, predict the reaction product. The product is: [CH:14]1([C:12]([N:9]2[CH2:10][CH2:11][N:6]([CH2:5][C:4]3[C:3]([CH3:24])=[C:2]([NH:1][C:61]([C@H:58]4[CH2:59][CH2:60][NH:56][CH2:57]4)=[O:62])[CH:22]=[C:21]([F:23])[CH:20]=3)[CH2:7][C@@H:8]2[CH3:19])=[O:13])[CH2:18][CH2:17][CH2:16][CH2:15]1. (4) Given the reactants [Br:1][C:2]1[CH:7]=[C:6]([N+:8]([O-])=O)[C:5]([F:11])=[CH:4][C:3]=1[CH3:12], predict the reaction product. The product is: [Br:1][C:2]1[C:3]([CH3:12])=[CH:4][C:5]([F:11])=[C:6]([NH2:8])[CH:7]=1. (5) Given the reactants Br[C:2]1[S:10][C:9]2[C:4](=[N:5][CH:6]=[CH:7][C:8]=2[NH:11][C:12]2[CH:13]=[C:14]3[C:18](=[CH:19][CH:20]=2)[NH:17][CH:16]=[CH:15]3)[CH:3]=1.C([Sn](CCCC)(CCCC)[C:26]1[CH:31]=[CH:30][CH:29]=[CH:28][N:27]=1)CCC, predict the reaction product. The product is: [NH:17]1[C:18]2[C:14](=[CH:13][C:12]([NH:11][C:8]3[CH:7]=[CH:6][N:5]=[C:4]4[CH:3]=[C:2]([C:26]5[CH:31]=[CH:30][CH:29]=[CH:28][N:27]=5)[S:10][C:9]=34)=[CH:20][CH:19]=2)[CH:15]=[CH:16]1. (6) Given the reactants [OH:1][CH2:2][C@@H:3]1[CH2:7][C:6](=[CH2:8])[CH2:5][C@H:4]1[C:9]1[CH:14]=[CH:13][CH:12]=[C:11]([F:15])[CH:10]=1.[CH2:16](Br)[C:17]1[CH:22]=[CH:21][CH:20]=[CH:19][CH:18]=1.[H-].[Na+], predict the reaction product. The product is: [CH2:16]([O:1][CH2:2][C@H:3]1[CH2:7][C:6](=[CH2:8])[CH2:5][C@@H:4]1[C:9]1[CH:14]=[CH:13][CH:12]=[C:11]([F:15])[CH:10]=1)[C:17]1[CH:22]=[CH:21][CH:20]=[CH:19][CH:18]=1. (7) Given the reactants [CH:1]1([C@H:4]2[NH:9][C:8](=O)[CH2:7][NH:6][C:5]2=O)[CH2:3][CH2:2]1.O.[OH-].[K+], predict the reaction product. The product is: [CH:1]1([C@@H:4]2[CH2:5][NH:6][CH2:7][CH2:8][NH:9]2)[CH2:3][CH2:2]1. (8) Given the reactants [CH3:1][O:2][C:3]1[N:8]=[CH:7][C:6]([C:9]2[CH:17]=[CH:16][C:15]([CH3:18])=[CH:14][C:10]=2[C:11]([OH:13])=O)=[CH:5][N:4]=1.[Cl:19][C:20]1[CH:21]=[CH:22][C:23]2[O:27][C:26]([NH:28][CH2:29][C@@H:30]3[C@H:35]([CH3:36])[CH2:34][CH2:33][CH2:32][NH:31]3)=[N:25][C:24]=2[CH:37]=1, predict the reaction product. The product is: [Cl:19][C:20]1[CH:21]=[CH:22][C:23]2[O:27][C:26]([NH:28][CH2:29][C@@H:30]3[C@H:35]([CH3:36])[CH2:34][CH2:33][CH2:32][N:31]3[C:11]([C:10]3[CH:14]=[C:15]([CH3:18])[CH:16]=[CH:17][C:9]=3[C:6]3[CH:7]=[N:8][C:3]([O:2][CH3:1])=[N:4][CH:5]=3)=[O:13])=[N:25][C:24]=2[CH:37]=1.